This data is from Catalyst prediction with 721,799 reactions and 888 catalyst types from USPTO. The task is: Predict which catalyst facilitates the given reaction. (1) Reactant: N(C(OCC)=O)=NC(OCC)=O.[OH:13][C@@H:14]1[CH2:18][CH2:17][N:16]([C:19]([O:21][C:22]([CH3:25])([CH3:24])[CH3:23])=[O:20])[CH2:15]1.O[N:27]1[C:35](=[O:36])[C:34]2[C:29](=[CH:30][CH:31]=[CH:32][CH:33]=2)[C:28]1=[O:37].C1(P(C2C=CC=CC=2)C2C=CC=CC=2)C=CC=CC=1. Product: [O:37]=[C:28]1[C:29]2[C:34](=[CH:33][CH:32]=[CH:31][CH:30]=2)[C:35](=[O:36])[N:27]1[O:13][C@H:14]1[CH2:18][CH2:17][N:16]([C:19]([O:21][C:22]([CH3:25])([CH3:24])[CH3:23])=[O:20])[CH2:15]1. The catalyst class is: 7. (2) Reactant: O=[C:2]1[NH:7][C:6]2[CH:8]=[CH:9][CH:10]=[C:11]([C:12](O)=[O:13])[C:5]=2[O:4][CH2:3]1.S(C)C.[NH4+].[Cl-]. Product: [O:4]1[C:5]2[C:11]([CH2:12][OH:13])=[CH:10][CH:9]=[CH:8][C:6]=2[NH:7][CH2:2][CH2:3]1. The catalyst class is: 1. (3) Reactant: [NH2:1][C:2]1[S:3][C:4]2[CH:10]=[C:9]([CH2:11][OH:12])[CH:8]=[C:7]([Br:13])[C:5]=2[N:6]=1.[CH3:14][C:15]([O:18][C:19](O[C:19]([O:18][C:15]([CH3:17])([CH3:16])[CH3:14])=[O:20])=[O:20])([CH3:17])[CH3:16].[OH-].[Na+].CO. Product: [C:15]([O:18][C:19](=[O:20])[NH:1][C:2]1[S:3][C:4]2[CH:10]=[C:9]([CH2:11][OH:12])[CH:8]=[C:7]([Br:13])[C:5]=2[N:6]=1)([CH3:17])([CH3:16])[CH3:14]. The catalyst class is: 1. (4) Reactant: [N:1]1[CH:6]=[CH:5][CH:4]=[CH:3][C:2]=1[N:7]1[CH2:13][C:12]2[CH:14]=[C:15]([CH:18]=[C:19]3[S:23][C:22](=[O:24])[NH:21][C:20]3=[O:25])[CH:16]=[CH:17][C:11]=2[O:10][CH2:9][CH2:8]1.[C:26]([OH:33])(=[O:32])/[CH:27]=[CH:28]\[C:29]([OH:31])=[O:30]. Product: [C:26]([OH:33])(=[O:32])/[CH:27]=[CH:28]\[C:29]([OH:31])=[O:30].[N:1]1[CH:6]=[CH:5][CH:4]=[CH:3][C:2]=1[N:7]1[CH2:13][C:12]2[CH:14]=[C:15]([CH:18]=[C:19]3[S:23][C:22](=[O:24])[NH:21][C:20]3=[O:25])[CH:16]=[CH:17][C:11]=2[O:10][CH2:9][CH2:8]1. The catalyst class is: 138. (5) Reactant: [CH2:1]([S:8][C:9]1[N:14]=[CH:13][C:12]([NH2:15])=[CH:11][C:10]=1[Cl:16])[C:2]1[CH:7]=[CH:6][CH:5]=[CH:4][CH:3]=1.C(N(CC)CC)C.[C:24](OC(=O)C)(=[O:26])[CH3:25]. Product: [CH2:1]([S:8][C:9]1[N:14]=[CH:13][C:12]([NH:15][C:24](=[O:26])[CH3:25])=[CH:11][C:10]=1[Cl:16])[C:2]1[CH:3]=[CH:4][CH:5]=[CH:6][CH:7]=1. The catalyst class is: 7.